Dataset: TCR-epitope binding with 47,182 pairs between 192 epitopes and 23,139 TCRs. Task: Binary Classification. Given a T-cell receptor sequence (or CDR3 region) and an epitope sequence, predict whether binding occurs between them. (1) The epitope is TLVPQEHYV. The TCR CDR3 sequence is CASRGTGVHEQYF. Result: 0 (the TCR does not bind to the epitope). (2) The epitope is FVRATATIPI. The TCR CDR3 sequence is CASSWPGDHYGYTF. Result: 1 (the TCR binds to the epitope). (3) The epitope is KTSVDCTMYI. The TCR CDR3 sequence is CASSPVLRGTDTQYF. Result: 0 (the TCR does not bind to the epitope). (4) The TCR CDR3 sequence is CSVGEGHPYEQYF. Result: 0 (the TCR does not bind to the epitope). The epitope is QIKVRVKMV. (5) The epitope is SEETGTLIV. The TCR CDR3 sequence is CASSSRAGGPYEQYF. Result: 0 (the TCR does not bind to the epitope).